From a dataset of Catalyst prediction with 721,799 reactions and 888 catalyst types from USPTO. Predict which catalyst facilitates the given reaction. (1) Reactant: [CH:1]([C:3]1[CH:11]=[CH:10][C:6]([C:7]([OH:9])=[O:8])=[CH:5][CH:4]=1)=[O:2].[OH:12][S:13]([O-:15])=[O:14].[Na+:16]. Product: [C:7]([C:6]1[CH:10]=[CH:11][C:3]([CH:1]([OH:2])[S:13]([O-:15])(=[O:14])=[O:12])=[CH:4][CH:5]=1)([OH:9])=[O:8].[Na+:16]. The catalyst class is: 88. (2) Reactant: [Cl:1][C:2]1[CH:23]=[CH:22][CH:21]=[CH:20][C:3]=1[CH:4]=[N:5][C:6]1[C:13]2[S:12][C:11]([NH:14][C:15]([CH:17]3[CH2:19][CH2:18]3)=[O:16])=[N:10][C:9]=2[NH:8][N:7]=1.C(=O)([O-])[O-].[K+].[K+].S([CH2:40][N+:41]#[C-:42])(C1C=CC(C)=CC=1)(=O)=O.C(O)(=O)CC(CC(O)=O)(C(O)=O)O. Product: [Cl:1][C:2]1[CH:23]=[CH:22][CH:21]=[CH:20][C:3]=1[C:4]1[N:5]([C:6]2[C:13]3[S:12][C:11]([NH:14][C:15]([CH:17]4[CH2:19][CH2:18]4)=[O:16])=[N:10][C:9]=3[NH:8][N:7]=2)[CH:42]=[N:41][CH:40]=1. The catalyst class is: 31. (3) Reactant: CC(OI1(OC(C)=O)(OC(C)=O)OC(=O)C2C=CC=CC1=2)=O.[N+:23]([C:26]1[CH:27]=[C:28]([CH2:32][CH2:33][CH2:34][OH:35])[CH:29]=[CH:30][CH:31]=1)([O-:25])=[O:24].S([O-])([O-])(=O)=S.[Na+].[Na+].C(=O)([O-])O.[Na+]. Product: [N+:23]([C:26]1[CH:27]=[C:28]([CH2:32][CH2:33][CH:34]=[O:35])[CH:29]=[CH:30][CH:31]=1)([O-:25])=[O:24]. The catalyst class is: 4. (4) Reactant: C[Al](C)C.CCCCCCC.[NH2:12][C:13]1[CH:20]=[CH:19][C:16]([C:17]#[N:18])=[C:15]([C:21]([F:24])([F:23])[F:22])[CH:14]=1.C[O:26][C:27]([C:29]1[CH:37]=[C:36]2[C:32]([CH:33]=[CH:34][NH:35]2)=[CH:31][CH:30]=1)=O.C(C(C(C([O-])=O)O)O)([O-])=O.[Na+].[Na+]. Product: [C:17]([C:16]1[CH:19]=[CH:20][C:13]([NH:12][C:27]([C:29]2[CH:37]=[C:36]3[C:32]([CH:33]=[CH:34][NH:35]3)=[CH:31][CH:30]=2)=[O:26])=[CH:14][C:15]=1[C:21]([F:22])([F:23])[F:24])#[N:18]. The catalyst class is: 346. (5) Reactant: [CH:1]([O:4][C:5](=[O:30])[O:6][CH:7]1[CH:11]([OH:12])[CH:10]([CH2:13][OH:14])[O:9][CH:8]1[N:15]1[C:19]2[N:20]=[C:21]([N:24]=CN(C)C)[N:22]=[CH:23][C:18]=2[S:17][C:16]1=[O:29])([CH3:3])[CH3:2].CC(O)=O. Product: [CH:1]([O:4][C:5](=[O:30])[O:6][CH:7]1[CH:11]([OH:12])[CH:10]([CH2:13][OH:14])[O:9][CH:8]1[N:15]1[C:19]2[N:20]=[C:21]([NH2:24])[N:22]=[CH:23][C:18]=2[S:17][C:16]1=[O:29])([CH3:3])[CH3:2]. The catalyst class is: 5. (6) Reactant: [CH2:1]([O:8][N:9]1[C:18]2[C:13](=[C:14](I)[CH:15]=[CH:16][N:17]=2)[C:12]([OH:20])=[C:11]([C:21]([O:23][CH2:24][CH3:25])=[O:22])[C:10]1=[O:26])[C:2]1[CH:7]=[CH:6][CH:5]=[CH:4][CH:3]=1.[Br-:27].Br[Zn][CH2:30][C:31]1[CH:36]=[CH:35][CH:34]=[CH:33][CH:32]=1.N#N. Product: [CH2:1]([O:8][N:9]1[C:18]2[C:13](=[C:14]([CH2:30][C:31]3[CH:36]=[CH:35][CH:34]=[C:33]([Br:27])[CH:32]=3)[CH:15]=[CH:16][N:17]=2)[C:12]([OH:20])=[C:11]([C:21]([O:23][CH2:24][CH3:25])=[O:22])[C:10]1=[O:26])[C:2]1[CH:7]=[CH:6][CH:5]=[CH:4][CH:3]=1. The catalyst class is: 57. (7) Reactant: [CH3:1][C:2]1[S:6][C:5]([C:7]2[C:12]3[N:13]=[C:14]([C:16]4[C:24]5[C:19](=[N:20][CH:21]=[C:22]([C:25]6[CH:26]=[N:27][CH:28]=[C:29]([CH2:31][N:32]7[CH2:37][CH2:36][CH2:35][CH2:34][CH2:33]7)[CH:30]=6)[CH:23]=5)[N:18](C5CCCCO5)[N:17]=4)[NH:15][C:11]=3[CH:10]=[CH:9][N:8]=2)=[CH:4][CH:3]=1. Product: [CH3:1][C:2]1[S:6][C:5]([C:7]2[C:12]3[N:13]=[C:14]([C:16]4[C:24]5[C:19](=[N:20][CH:21]=[C:22]([C:25]6[CH:26]=[N:27][CH:28]=[C:29]([CH2:31][N:32]7[CH2:37][CH2:36][CH2:35][CH2:34][CH2:33]7)[CH:30]=6)[CH:23]=5)[NH:18][N:17]=4)[NH:15][C:11]=3[CH:10]=[CH:9][N:8]=2)=[CH:4][CH:3]=1. The catalyst class is: 818.